This data is from Full USPTO retrosynthesis dataset with 1.9M reactions from patents (1976-2016). The task is: Predict the reactants needed to synthesize the given product. (1) Given the product [Cl:1][C:2]1[C:6]([CH3:7])=[CH:5][S:4][C:3]=1[C:8]1[N:12]([CH2:13][CH:14]([CH3:15])[CH3:16])[C:11](=[O:17])[N:10]([CH2:18][C:19]([NH:27][CH2:26][C:25]2[CH:28]=[CH:29][CH:30]=[CH:31][C:24]=2[C:23]([F:22])([F:32])[F:33])=[O:21])[N:9]=1, predict the reactants needed to synthesize it. The reactants are: [Cl:1][C:2]1[C:6]([CH3:7])=[CH:5][S:4][C:3]=1[C:8]1[N:12]([CH2:13][CH:14]([CH3:16])[CH3:15])[C:11](=[O:17])[N:10]([CH2:18][C:19]([OH:21])=O)[N:9]=1.[F:22][C:23]([F:33])([F:32])[C:24]1[CH:31]=[CH:30][CH:29]=[CH:28][C:25]=1[CH2:26][NH2:27].C1C=CC2N(O)N=NC=2C=1.CCN=C=NCCCN(C)C.Cl.[Cl-].[Na+]. (2) Given the product [Br:1][C:2]1[CH:3]=[CH:4][C:5]([CH2:8][CH2:9][O:10][CH2:11][CH2:12][C:13]([N:15]([CH2:24][CH:25]=[O:26])[CH2:16][CH2:17][C:18]2[CH:23]=[CH:22][CH:21]=[CH:20][CH:19]=2)=[O:14])=[CH:6][CH:7]=1, predict the reactants needed to synthesize it. The reactants are: [Br:1][C:2]1[CH:7]=[CH:6][C:5]([CH2:8][CH2:9][O:10][CH2:11][CH2:12][C:13]([N:15]([CH2:24][CH:25](OCC)[O:26]CC)[CH2:16][CH2:17][C:18]2[CH:23]=[CH:22][CH:21]=[CH:20][CH:19]=2)=[O:14])=[CH:4][CH:3]=1.Cl.ClCCl. (3) Given the product [O:34]1[CH:35]=[CH:36][CH:37]=[C:33]1[C:31]1[N:32]=[C:27]2[C:26]([NH2:38])=[N:25][C:24]([C:22]#[C:23][CH:1]([C:2]3[CH:7]=[CH:6][CH:5]=[CH:4][CH:3]=3)[NH:8][C:9]3[CH:14]=[CH:13][CH:12]=[CH:11][CH:10]=3)=[CH:29][N:28]2[N:30]=1, predict the reactants needed to synthesize it. The reactants are: [CH:1](=[N:8][C:9]1[CH:14]=[CH:13][CH:12]=[CH:11][CH:10]=1)[C:2]1[CH:7]=[CH:6][CH:5]=[CH:4][CH:3]=1.C1COCC1.CO.[C:22]([C:24]1[N:25]=[C:26]([NH2:38])[C:27]2[N:28]([N:30]=[C:31]([C:33]3[O:34][CH:35]=[CH:36][CH:37]=3)[N:32]=2)[CH:29]=1)#[CH:23]. (4) Given the product [CH2:1]([C:3]1[CH:8]=[CH:7][C:6]([C:15]2[CH2:16][CH2:17][NH:12][CH2:13][CH:14]=2)=[C:5]([OH:9])[CH:4]=1)[CH3:2], predict the reactants needed to synthesize it. The reactants are: [CH2:1]([C:3]1[CH:4]=[C:5]([OH:9])[CH:6]=[CH:7][CH:8]=1)[CH3:2].Cl.O.[NH:12]1[CH2:17][CH2:16][C:15](=O)[CH2:14][CH2:13]1.Cl.